Dataset: Full USPTO retrosynthesis dataset with 1.9M reactions from patents (1976-2016). Task: Predict the reactants needed to synthesize the given product. Given the product [F:28][C:25]([F:26])([F:27])[S:22]([N-:21][S:18]([C:14]([F:15])([F:16])[F:17])(=[O:19])=[O:20])(=[O:23])=[O:24].[CH2:2]([N+:4]([CH2:7][CH2:8][O:9][CH2:10][CH2:11][OH:12])([CH3:5])[CH3:6])[CH3:3], predict the reactants needed to synthesize it. The reactants are: [Cl-].[CH2:2]([N+:4]([CH2:7][CH2:8][O:9][CH2:10][CH2:11][OH:12])([CH3:6])[CH3:5])[CH3:3].[Li+].[C:14]([S:18]([N-:21][S:22]([C:25]([F:28])([F:27])[F:26])(=[O:24])=[O:23])(=[O:20])=[O:19])([F:17])([F:16])[F:15].